Dataset: Catalyst prediction with 721,799 reactions and 888 catalyst types from USPTO. Task: Predict which catalyst facilitates the given reaction. The catalyst class is: 9. Product: [Br:9][C:10]1[C:15]([F:16])=[CH:14][N:13]([CH3:12])[C:3](=[O:6])[CH:11]=1. Reactant: CI.[C:3](=[O:6])([O-])[O-].[K+].[K+].[Br:9][C:10]1[C:15]([F:16])=[CH:14][NH:13][C:12](=O)[CH:11]=1.O.